From a dataset of Full USPTO retrosynthesis dataset with 1.9M reactions from patents (1976-2016). Predict the reactants needed to synthesize the given product. (1) Given the product [NH2:1][C:4]1[CH:5]=[C:6]2[C:11](=[CH:12][CH:13]=1)[N+:10]([O-:21])=[C:16]([OH:18])[CH:15]=[CH:7]2.[N+:1]([C:4]1[CH:5]=[C:6]2[C:11](=[CH:12][CH:13]=1)[N+:10]([O-:21])=[C:16]([OH:18])[CH:15]=[CH:7]2)([O-:3])=[O:2], predict the reactants needed to synthesize it. The reactants are: [N+:1]([C:4]1[CH:5]=[C:6]2[C:11](=[CH:12][CH:13]=1)[N:10]=CC=[CH:7]2)([O-:3])=[O:2].F[C:15](F)(F)[C:16]([OH:18])=O.[OH:21]O. (2) Given the product [CH3:1][C:2]1[O:6][N:5]=[CH:4][C:3]=1[C:7]([N:24]1[CH2:25][CH2:26][CH2:27][C@H:22]([C:20]2[O:19][N:18]=[C:17]([C:11]3[CH:16]=[CH:15][CH:14]=[CH:13][CH:12]=3)[N:21]=2)[CH2:23]1)=[O:9], predict the reactants needed to synthesize it. The reactants are: [CH3:1][C:2]1[O:6][N:5]=[CH:4][C:3]=1[C:7]([OH:9])=O.Cl.[C:11]1([C:17]2[N:21]=[C:20]([C@H:22]3[CH2:27][CH2:26][CH2:25][NH:24][CH2:23]3)[O:19][N:18]=2)[CH:16]=[CH:15][CH:14]=[CH:13][CH:12]=1. (3) Given the product [CH3:7][O:8][CH:9]([O:18][CH3:19])[C:10]1[CH:17]=[CH:16][C:13]([C:14](=[N:2][OH:3])[NH2:15])=[CH:12][CH:11]=1, predict the reactants needed to synthesize it. The reactants are: Cl.[NH2:2][OH:3].C[O-].[Na+].[CH3:7][O:8][CH:9]([O:18][CH3:19])[C:10]1[CH:17]=[CH:16][C:13]([C:14]#[N:15])=[CH:12][CH:11]=1. (4) The reactants are: [Br:1][C:2]1[CH:8]=[CH:7][C:5]([NH2:6])=[C:4]([F:9])[C:3]=1[F:10].C1C(=O)N([Cl:18])C(=O)C1.O. Given the product [Br:1][C:2]1[CH:8]=[C:7]([Cl:18])[C:5]([NH2:6])=[C:4]([F:9])[C:3]=1[F:10], predict the reactants needed to synthesize it.